Dataset: Forward reaction prediction with 1.9M reactions from USPTO patents (1976-2016). Task: Predict the product of the given reaction. (1) The product is: [C:15]([N:19]1[C:7]([C:4]2[S:5][CH:6]=[C:2]([Cl:1])[CH:3]=2)=[N:9][CH:10]=[N:11]1)([CH3:18])([CH3:17])[CH3:16]. Given the reactants [Cl:1][C:2]1[CH:3]=[C:4]([C:7]([N:9]=[CH:10][N:11](C)C)=O)[S:5][CH:6]=1.Cl.[C:15]([NH:19]N)([CH3:18])([CH3:17])[CH3:16], predict the reaction product. (2) Given the reactants [P:1]([O:11][CH2:12][C:13]1[C:18]([CH3:19])=[CH:17][CH:16]=[CH:15][C:14]=1[CH2:20][O:21][Si](C(C)(C)C)(C)C)([O:7][CH2:8][CH:9]=[CH2:10])([O:3][CH2:4][CH:5]=[CH2:6])=[O:2].[F-].C([N+](CCCC)(CCCC)CCCC)CCC.O.C(OCC)(=O)C, predict the reaction product. The product is: [P:1]([O:11][CH2:12][C:13]1[C:18]([CH3:19])=[CH:17][CH:16]=[CH:15][C:14]=1[CH2:20][OH:21])([O:7][CH2:8][CH:9]=[CH2:10])([O:3][CH2:4][CH:5]=[CH2:6])=[O:2]. (3) The product is: [CH:29]([C:28]1[N:1]=[N:2][NH:3][C:27]=1[C:22]1[CH:23]=[C:24]2[C:19](=[CH:20][C:21]=1[O:31][CH:32]1[CH2:33][CH2:34][N:35]([C:38]([O:40][C:41]([CH3:44])([CH3:43])[CH3:42])=[O:39])[CH2:36][CH2:37]1)[N:18]=[C:17]([NH:16][C:12]1[CH:13]=[CH:14][CH:15]=[C:10]([C:9]3[O:5][CH:6]=[N:7][CH:8]=3)[CH:11]=1)[N:26]=[CH:25]2)=[O:30]. Given the reactants [N-:1]=[N+:2]=[N-:3].[Na+].[O:5]1[C:9]([C:10]2[CH:11]=[C:12]([NH:16][C:17]3[N:26]=[CH:25][C:24]4[C:19](=[CH:20][C:21]([O:31][CH:32]5[CH2:37][CH2:36][N:35]([C:38]([O:40][C:41]([CH3:44])([CH3:43])[CH3:42])=[O:39])[CH2:34][CH2:33]5)=[C:22]([C:27]#[C:28][CH:29]=[O:30])[CH:23]=4)[N:18]=3)[CH:13]=[CH:14][CH:15]=2)=[CH:8][N:7]=[CH:6]1.OP([O-])(O)=O.[K+].C(OCC)C, predict the reaction product.